Dataset: Reaction yield outcomes from USPTO patents with 853,638 reactions. Task: Predict the reaction yield, written as a fraction of the theoretical maximum amount of product (1.0 means a 100% yield; for example, 0.34 means a 34% yield). The reactants are C(OC(=O)[NH:7][CH2:8][C:9]1[C:14]([C:15]2[CH:20]=[CH:19][C:18]([Cl:21])=[CH:17][C:16]=2[Cl:22])=[CH:13][N:12]2[C:23]([N:26]3[CH2:31][CH2:30][NH:29][CH2:28][CH2:27]3)=[CH:24][N:25]=[C:11]2[CH:10]=1)(C)(C)C.[CH:33]1([C:37](O)=[O:38])CCC1.CN1CCOCC1.CN(C(ON1N=NC2C=CC=NC1=2)=[N+](C)C)C.F[P-](F)(F)(F)(F)F. The catalyst is CN(C=O)C.CCOC(C)=O. The product is [NH2:7][CH2:8][C:9]1[C:14]([C:15]2[CH:20]=[CH:19][C:18]([Cl:21])=[CH:17][C:16]=2[Cl:22])=[CH:13][N:12]2[C:23]([N:26]3[CH2:27][CH2:28][N:29]([C:37](=[O:38])[CH3:33])[CH2:30][CH2:31]3)=[CH:24][N:25]=[C:11]2[CH:10]=1. The yield is 0.460.